This data is from Peptide-MHC class I binding affinity with 185,985 pairs from IEDB/IMGT. The task is: Regression. Given a peptide amino acid sequence and an MHC pseudo amino acid sequence, predict their binding affinity value. This is MHC class I binding data. (1) The peptide sequence is GMDPRMCSL. The MHC is HLA-B58:01 with pseudo-sequence HLA-B58:01. The binding affinity (normalized) is 0.0847. (2) The peptide sequence is KIQNFRVYY. The MHC is HLA-B35:01 with pseudo-sequence HLA-B35:01. The binding affinity (normalized) is 0. (3) The peptide sequence is DETFVHSGF. The MHC is HLA-A02:03 with pseudo-sequence HLA-A02:03. The binding affinity (normalized) is 0.0847. (4) The peptide sequence is AMIDRLHQT. The MHC is HLA-B07:02 with pseudo-sequence HLA-B07:02. The binding affinity (normalized) is 0.0847. (5) The peptide sequence is KTVLFGRVM. The MHC is HLA-B58:01 with pseudo-sequence HLA-B58:01. The binding affinity (normalized) is 0.540. (6) The peptide sequence is GTVPTDNPF. The MHC is HLA-B18:01 with pseudo-sequence HLA-B18:01. The binding affinity (normalized) is 0.0847.